Task: Predict which catalyst facilitates the given reaction.. Dataset: Catalyst prediction with 721,799 reactions and 888 catalyst types from USPTO (1) Product: [Cl:16][C:17]1[CH:22]=[CH:21][C:20]([S:23]([N:2]([CH3:1])[C:3]2[CH:8]=[CH:7][CH:6]=[CH:5][CH:4]=2)(=[O:25])=[O:24])=[CH:19][C:18]=1[N+:27]([O-:29])=[O:28]. The catalyst class is: 166. Reactant: [CH3:1][NH:2][C:3]1[CH:8]=[CH:7][CH:6]=[CH:5][CH:4]=1.C(N(CC)CC)C.[Cl:16][C:17]1[CH:22]=[CH:21][C:20]([S:23](Cl)(=[O:25])=[O:24])=[CH:19][C:18]=1[N+:27]([O-:29])=[O:28].O. (2) Reactant: [CH2:1]([O:3][C:4](=[O:9])[CH2:5][C:6](=[NH:8])[NH2:7])[CH3:2].C(N(CC)CC)C.Br[CH:18]([CH3:22])[C:19](=O)[CH3:20]. Product: [CH2:1]([O:3][C:4]([C:5]1[C:19]([CH3:20])=[C:18]([CH3:22])[NH:8][C:6]=1[NH2:7])=[O:9])[CH3:2]. The catalyst class is: 13. (3) The catalyst class is: 5. Product: [NH2:4][C:5]1[C:14]([N+:15]([O-:17])=[O:16])=[C:13]([C:18]([F:19])([F:20])[F:21])[CH:12]=[CH:11][C:6]=1[C:7]([O:9][CH3:10])=[O:8]. Reactant: C([NH:4][C:5]1[C:14]([N+:15]([O-:17])=[O:16])=[C:13]([C:18]([F:21])([F:20])[F:19])[CH:12]=[CH:11][C:6]=1[C:7]([O:9][CH3:10])=[O:8])(=O)C.Cl. (4) Product: [F:1][C:2]1[C:3]2[C:14](=[O:15])[N:13]([C:16]3[C:21]([CH2:22][OH:23])=[C:20]([C:24]4[CH:29]=[C:28]([NH:30][C:31]5[CH:36]=[CH:35][C:34]([N:37]6[CH2:42][CH2:41][N:40]([CH:43]7[CH2:44][O:45][CH2:46]7)[CH2:39][C@@H:38]6[CH3:47])=[CH:33][N:32]=5)[C:27](=[O:48])[N:26]([CH3:49])[CH:25]=4)[CH:19]=[CH:18][N:17]=3)[CH2:12][CH2:11][C:4]=2[N:5]2[C:10]=1[CH2:9][CH2:8][CH2:7][CH2:6]2. Reactant: [F:1][C:2]1[C:3]2[C:14](=[O:15])[N:13]([C:16]3[C:21]([CH:22]=[O:23])=[C:20]([C:24]4[CH:29]=[C:28]([NH:30][C:31]5[CH:36]=[CH:35][C:34]([N:37]6[CH2:42][CH2:41][N:40]([CH:43]7[CH2:46][O:45][CH2:44]7)[CH2:39][C@@H:38]6[CH3:47])=[CH:33][N:32]=5)[C:27](=[O:48])[N:26]([CH3:49])[CH:25]=4)[CH:19]=[CH:18][N:17]=3)[CH2:12][CH2:11][C:4]=2[N:5]2[C:10]=1[CH2:9][CH2:8][CH2:7][CH2:6]2.[BH4-].[Na+]. The catalyst class is: 5. (5) Reactant: [CH3:1][O:2][C:3]1[CH:15]=[C:14]([O:16][CH3:17])[CH:13]=[CH:12][C:4]=1[CH2:5][NH:6][C:7]1[S:11][N:10]=[CH:9][N:8]=1.C[Si](C)(C)[N-][Si](C)(C)C.[Li+].[Cl:28][C:29]1[C:30]([F:40])=[CH:31][C:32]([F:39])=[C:33]([S:35](Cl)(=[O:37])=[O:36])[CH:34]=1. The catalyst class is: 7. Product: [Cl:28][C:29]1[C:30]([F:40])=[CH:31][C:32]([F:39])=[C:33]([S:35]([N:6]([CH2:5][C:4]2[CH:12]=[CH:13][C:14]([O:16][CH3:17])=[CH:15][C:3]=2[O:2][CH3:1])[C:7]2[S:11][N:10]=[CH:9][N:8]=2)(=[O:37])=[O:36])[CH:34]=1. (6) Reactant: [CH2:1]([O:46][C:47]1([C:80]2[CH:85]=[CH:84][CH:83]=[CH:82][C:81]=2[C:86]#[CH:87])[C@H:51]2[C@H:52](O[Si](C(C)(C)C)(C)C)[N:53](C(OCC(Cl)(Cl)Cl)=O)[C:54]3[CH:61]=[CH:60][C:59]([O:62][CH3:63])=[CH:58][C:55]=3[C:56](=[O:57])[N:50]2[CH:49]=[CH:48]1)[CH2:2][CH2:3][O:4][C:5]1([C:38]2[CH:43]=[CH:42][CH:41]=[CH:40][C:39]=2[C:44]#[CH:45])[C@H:9]2[C@H:10](O[Si](C(C)(C)C)(C)C)[N:11](C(OCC(Cl)(Cl)Cl)=O)[C:12]3[CH:19]=[CH:18][C:17]([O:20][CH3:21])=[CH:16][C:13]=3[C:14](=[O:15])[N:8]2[CH:7]=[CH:6]1. Product: [CH2:3]([O:4][C:5]1([C:38]2[CH:43]=[CH:42][CH:41]=[CH:40][C:39]=2[C:44]#[CH:45])[C@@H:9]2[CH:10]=[N:11][C:12]3[CH:19]=[CH:18][C:17]([O:20][CH3:21])=[CH:16][C:13]=3[C:14](=[O:15])[N:8]2[CH:7]=[CH:6]1)[CH2:2][CH2:1][O:46][C:47]1([C:80]2[CH:85]=[CH:84][CH:83]=[CH:82][C:81]=2[C:86]#[CH:87])[C@@H:51]2[CH:52]=[N:53][C:54]3[CH:61]=[CH:60][C:59]([O:62][CH3:63])=[CH:58][C:55]=3[C:56](=[O:57])[N:50]2[CH:49]=[CH:48]1. The catalyst class is: 1. (7) Reactant: [CH3:1][O:2][C:3]1[CH:8]=[CH:7][C:6]([N+:9]([O-])=O)=[CH:5][C:4]=1[S:12]([NH:15][C@@H:16]1[CH2:20][CH2:19][N:18]([C:21]([O:23][C:24]([CH3:27])([CH3:26])[CH3:25])=[O:22])[CH2:17]1)(=[O:14])=[O:13]. Product: [NH2:9][C:6]1[CH:7]=[CH:8][C:3]([O:2][CH3:1])=[C:4]([S:12]([NH:15][C@@H:16]2[CH2:20][CH2:19][N:18]([C:21]([O:23][C:24]([CH3:25])([CH3:26])[CH3:27])=[O:22])[CH2:17]2)(=[O:14])=[O:13])[CH:5]=1. The catalyst class is: 50. (8) Product: [OH:20][CH:19]([C:18]([CH3:21])([S:22]([C:25]1[CH:30]=[CH:29][CH:28]=[C:27]([C:31]([F:34])([F:32])[F:33])[CH:26]=1)(=[O:23])=[O:24])[CH3:17])[CH2:10][C:9]([O:12][C:13]([CH3:16])([CH3:15])[CH3:14])=[O:11]. Reactant: [Li+].CC([N-]C(C)C)C.[C:9]([O:12][C:13]([CH3:16])([CH3:15])[CH3:14])(=[O:11])[CH3:10].[CH3:17][C:18]([S:22]([C:25]1[CH:30]=[CH:29][CH:28]=[C:27]([C:31]([F:34])([F:33])[F:32])[CH:26]=1)(=[O:24])=[O:23])([CH3:21])[CH:19]=[O:20]. The catalyst class is: 1.